Dataset: Catalyst prediction with 721,799 reactions and 888 catalyst types from USPTO. Task: Predict which catalyst facilitates the given reaction. (1) Reactant: C(OC(=O)[NH:7][C:8]1[N:9]=[C:10]([C:41]2[CH:46]=[CH:45][CH:44]=[CH:43][CH:42]=2)[N:11]([CH2:34][C:35]2[CH:40]=[CH:39][CH:38]=[CH:37][CH:36]=2)[C:12]=1[C:13]([N:15]1[CH2:20][CH2:19][CH:18]([N:21]2[CH2:33][CH2:32][CH2:31][C:23]3([C:27](=[O:28])[O:26][C:25]([CH3:30])([CH3:29])[CH2:24]3)[CH2:22]2)[CH2:17][CH2:16]1)=[O:14])(C)(C)C.C(=O)([O-])O.[Na+]. Product: [NH2:7][C:8]1[N:9]=[C:10]([C:41]2[CH:42]=[CH:43][CH:44]=[CH:45][CH:46]=2)[N:11]([CH2:34][C:35]2[CH:40]=[CH:39][CH:38]=[CH:37][CH:36]=2)[C:12]=1[C:13]([N:15]1[CH2:20][CH2:19][CH:18]([N:21]2[CH2:33][CH2:32][CH2:31][C:23]3([C:27](=[O:28])[O:26][C:25]([CH3:29])([CH3:30])[CH2:24]3)[CH2:22]2)[CH2:17][CH2:16]1)=[O:14]. The catalyst class is: 55. (2) Reactant: [CH3:1][O:2][C:3]1[C:8]2[S:9][C:10]3[CH:15]=[CH:14][C:13]([S:16]([Cl:19])(=[O:18])=[O:17])=[CH:12][C:11]=3[C:7]=2[C:6]([S:20](Cl)(=[O:22])=[O:21])=[CH:5][CH:4]=1.[CH3:24][O:25][C:26]1[CH:31]=[CH:30][C:29]([NH2:32])=[CH:28][CH:27]=1.N1C=CC=CC=1. Product: [CH3:1][O:2][C:3]1[C:8]2[S:9][C:10]3[CH:15]=[CH:14][C:13]([S:16]([Cl:19])(=[O:18])=[O:17])=[CH:12][C:11]=3[C:7]=2[C:6]([S:20](=[O:22])(=[O:21])[NH:32][C:29]2[CH:30]=[CH:31][C:26]([O:25][CH3:24])=[CH:27][CH:28]=2)=[CH:5][CH:4]=1. The catalyst class is: 95. (3) Reactant: [NH2:1][C:2]1[CH:7]=[CH:6][C:5]([Cl:8])=[CH:4][C:3]=1[C:9]([C:11]1[C:16]([F:17])=[CH:15][CH:14]=[C:13]([O:18][CH3:19])[C:12]=1[O:20][CH3:21])=[O:10].[H-].[Al+3].[Li+].[H-].[H-].[H-].O.C(OCC)(=O)C. Product: [NH2:1][C:2]1[CH:7]=[CH:6][C:5]([Cl:8])=[CH:4][C:3]=1[CH:9]([C:11]1[C:16]([F:17])=[CH:15][CH:14]=[C:13]([O:18][CH3:19])[C:12]=1[O:20][CH3:21])[OH:10]. The catalyst class is: 7. (4) Reactant: C([O:8][C:9]1[CH:26]=[C:25]([N+:27]([O-:29])=[O:28])[CH:24]=[CH:23][C:10]=1[C:11]([NH:13][C@@H:14]([C@H:20]([OH:22])[CH3:21])[C:15]([NH:17][CH2:18][CH3:19])=[O:16])=[O:12])C1C=CC=CC=1.C(Cl)(Cl)Cl.CCCCCC.C(Cl)(Cl)Cl.CO. Product: [CH2:18]([NH:17][C:15](=[O:16])[C@@H:14]([NH:13][C:11](=[O:12])[C:10]1[CH:23]=[CH:24][C:25]([N+:27]([O-:29])=[O:28])=[CH:26][C:9]=1[OH:8])[C@H:20]([OH:22])[CH3:21])[CH3:19]. The catalyst class is: 2. (5) The catalyst class is: 9. Product: [Cl:1][C:2]1[CH:17]=[CH:16][C:15]([Cl:18])=[CH:14][C:3]=1[O:4][C:5]1[CH:6]=[CH:7][N:8]=[CH:9][C:10]=1[C:11]([N:52]1[C:61]2[C:56](=[CH:57][CH:58]=[CH:59][CH:60]=2)[CH2:55][CH2:54][CH2:53]1)=[O:13]. Reactant: [Cl:1][C:2]1[CH:17]=[CH:16][C:15]([Cl:18])=[CH:14][C:3]=1[O:4][C:5]1[C:10]([C:11]([OH:13])=O)=[CH:9][N:8]=[CH:7][CH:6]=1.F[P-](F)(F)(F)(F)F.N1(OC(N(C)C)=[N+](C)C)C2N=CC=CC=2N=N1.C(N(CC)C(C)C)(C)C.[NH:52]1[C:61]2[C:56](=[CH:57][CH:58]=[CH:59][CH:60]=2)[CH2:55][CH2:54][CH2:53]1. (6) Reactant: [CH2:1]([O:8][C:9]1[N:14]=[C:13](Cl)[N:12]=[C:11]([O:16][C:17]2[CH:22]=[CH:21][CH:20]=[CH:19][CH:18]=2)[N:10]=1)[C:2]1[CH:7]=[CH:6][CH:5]=[CH:4][CH:3]=1.[C:23]1([OH:29])[CH:28]=[CH:27][CH:26]=[CH:25][CH:24]=1.C(N(CC)C(C)C)(C)C. Product: [CH2:1]([O:8][C:9]1[N:14]=[C:13]([O:29][C:23]2[CH:28]=[CH:27][CH:26]=[CH:25][CH:24]=2)[N:12]=[C:11]([O:16][C:17]2[CH:22]=[CH:21][CH:20]=[CH:19][CH:18]=2)[N:10]=1)[C:2]1[CH:7]=[CH:6][CH:5]=[CH:4][CH:3]=1. The catalyst class is: 4.